This data is from Catalyst prediction with 721,799 reactions and 888 catalyst types from USPTO. The task is: Predict which catalyst facilitates the given reaction. (1) Reactant: FC(F)(F)C([N:5]1[CH:10]2[CH2:11][CH2:12][CH:6]1[CH2:7][C:8]1([O:17][C:16]3[CH:18]=[CH:19][CH:20]=[CH:21][C:15]=3[N:14]3[CH:22]=[CH:23][CH:24]=[C:13]13)[CH2:9]2)=O.[OH-].[Na+]. Product: [CH:6]12[NH:5][CH:10]([CH2:11][CH2:12]1)[CH2:9][C:8]1([O:17][C:16]3[CH:18]=[CH:19][CH:20]=[CH:21][C:15]=3[N:14]3[CH:22]=[CH:23][CH:24]=[C:13]13)[CH2:7]2. The catalyst class is: 5. (2) Reactant: [CH3:1][C:2]1[C:6]([CH:7]2[CH2:9][O:8]2)=[CH:5][S:4][C:3]=1[C:10]#[N:11].[OH:12][CH2:13][C@H:14]1[NH:19][CH2:18][CH2:17][N:16]([C:20]([O:22][C:23]([CH3:26])([CH3:25])[CH3:24])=[O:21])[CH2:15]1. Product: [C:10]([C:3]1[S:4][CH:5]=[C:6]([CH:7]([OH:8])[CH2:9][N:19]2[CH2:18][CH2:17][N:16]([C:20]([O:22][C:23]([CH3:24])([CH3:25])[CH3:26])=[O:21])[CH2:15][C@H:14]2[CH2:13][OH:12])[C:2]=1[CH3:1])#[N:11]. The catalyst class is: 14. (3) Reactant: [F:1][C:2]([F:17])([F:16])[C:3]1[CH:8]=[CH:7][C:6]([C:9]2[CH:14]=[CH:13][C:12]([OH:15])=[CH:11][CH:10]=2)=[CH:5][CH:4]=1.[H-].[Na+].[C:20]([O-:28])(=[O:27])[C:21]1[CH:26]=[CH:25][CH:24]=[N:23][CH:22]=1.O1CC[CH2:31][CH2:30]1. Product: [F:1][C:2]([F:16])([F:17])[C:3]1[CH:8]=[CH:7][C:6]([C:9]2[CH:14]=[CH:13][C:12]([O:15][CH:30]([C:24]3[CH:25]=[CH:26][C:21]([C:20]([OH:28])=[O:27])=[CH:22][N:23]=3)[CH3:31])=[CH:11][CH:10]=2)=[CH:5][CH:4]=1. The catalyst class is: 16. (4) Reactant: P(Cl)(Cl)(Cl)=O.[CH3:6][O:7][C:8]1[CH:9]=[CH:10][C:11]2[O:16][C:15]([C:17]3[CH:22]=[CH:21][CH:20]=[CH:19][CH:18]=3)=[C:14]([C:23]([NH2:25])=O)[O:13][C:12]=2[CH:26]=1.CCOC(C)=O. Product: [CH3:6][O:7][C:8]1[CH:9]=[CH:10][C:11]2[O:16][C:15]([C:17]3[CH:22]=[CH:21][CH:20]=[CH:19][CH:18]=3)=[C:14]([C:23]#[N:25])[O:13][C:12]=2[CH:26]=1. The catalyst class is: 17.